Dataset: Catalyst prediction with 721,799 reactions and 888 catalyst types from USPTO. Task: Predict which catalyst facilitates the given reaction. (1) Reactant: [Cl:1][C:2]1[CH:3]=[C:4]([C:9]([O:11][CH2:12][CH3:13])=[O:10])[CH:5]=[N:6][C:7]=1Cl.[I-].[Na+].[I:16][Si](C)(C)C.ClC1C=C(C(OCC)=O)C=NC=1. The catalyst class is: 397. Product: [Cl:1][C:2]1[CH:3]=[C:4]([C:9]([O:11][CH2:12][CH3:13])=[O:10])[CH:5]=[N:6][C:7]=1[I:16]. (2) Product: [CH2:17]([O:21][C:22]1[C:31]2[C:26](=[CH:27][CH:28]=[C:29](/[CH:32]=[CH:9]/[C:10]([O:12][CH2:13][CH3:14])=[O:11])[CH:30]=2)[C:25](=[O:34])[N:24]([CH2:35][CH:36]([CH3:38])[CH3:37])[C:23]=1[CH2:39][NH:40][C:41]([O:42][C:43]([CH3:46])([CH3:45])[CH3:44])=[O:47])[CH2:18][CH2:19][CH3:20]. The catalyst class is: 9. Reactant: C(OP([CH2:9][C:10]([O:12][CH2:13][CH3:14])=[O:11])(OCC)=O)C.[H-].[Na+].[CH2:17]([O:21][C:22]1[C:31]2[C:26](=[CH:27][CH:28]=[C:29]([CH:32]=O)[CH:30]=2)[C:25](=[O:34])[N:24]([CH2:35][CH:36]([CH3:38])[CH3:37])[C:23]=1[CH2:39][NH:40][C:41](=[O:47])[O:42][C:43]([CH3:46])([CH3:45])[CH3:44])[CH2:18][CH2:19][CH3:20].O.